This data is from Full USPTO retrosynthesis dataset with 1.9M reactions from patents (1976-2016). The task is: Predict the reactants needed to synthesize the given product. (1) Given the product [CH2:9]([N:3]1[C:4]([Cl:8])=[C:5]([Cl:7])[N:6]=[C:2]1[C:15]1[C:16]([CH3:20])=[CH:17][CH:18]=[CH:19][C:14]=1[CH3:13])[CH2:10][CH2:11][CH3:12], predict the reactants needed to synthesize it. The reactants are: Br[C:2]1[N:3]([CH2:9][CH2:10][CH2:11][CH3:12])[C:4]([Cl:8])=[C:5]([Cl:7])[N:6]=1.[CH3:13][C:14]1[CH:19]=[CH:18][CH:17]=[C:16]([CH3:20])[C:15]=1B(O)O. (2) Given the product [C:80]([OH:79])(=[O:81])/[CH:82]=[CH:87]\[C:86]([OH:88])=[O:41].[C:80]([OH:79])(=[O:81])/[CH:82]=[CH:87]\[C:86]([OH:88])=[O:41].[C:80]([OH:79])(=[O:81])/[CH:82]=[CH:87]\[C:86]([OH:88])=[O:41].[C:25]1([NH:31][C:32](=[O:49])[CH2:33][C:34]2[CH:39]=[CH:38][C:37]([C:10]3[C:3]4[C:2]([NH2:57])=[N:7][CH:6]=[N:5][C:4]=4[N:8]([C@H:12]4[CH2:17][CH2:16][C@H:15]([N:18]5[CH2:23][CH2:22][N:21]([CH3:24])[CH2:20][CH2:19]5)[CH2:14][CH2:13]4)[CH:9]=3)=[CH:36][CH:35]=2)[CH:30]=[CH:29][CH:28]=[CH:27][CH:26]=1, predict the reactants needed to synthesize it. The reactants are: Cl[C:2]1[C:3]2[C:10](I)=[CH:9][N:8]([C@H:12]3[CH2:17][CH2:16][C@H:15]([N:18]4[CH2:23][CH2:22][N:21]([CH3:24])[CH2:20][CH2:19]4)[CH2:14][CH2:13]3)[C:4]=2[N:5]=[CH:6][N:7]=1.[C:25]1([NH:31][C:32](=[O:49])[CH2:33][C:34]2[CH:39]=[CH:38][C:37](B3OC(C)(C)C(C)(C)[O:41]3)=[CH:36][CH:35]=2)[CH:30]=[CH:29][CH:28]=[CH:27][CH:26]=1.CO[C@@H]1[C@@H](C(OC)=O)[C@@H]2[C@@H](C[N:57]3[C@H](C2)C2NC4C=C(OC)C=CC=4C=2CC3)C[C@H]1[O:79][C:80]([C:82]1[CH:87]=[C:86]([O:88]C)C(OC)=C(OC)C=1)=[O:81]. (3) Given the product [F:39][C:40]1[CH:41]=[C:42]([C:2]2[C:10]3[C:9]([NH:11][C@H:12]([C:14]4[N:19]([C:20]5[CH:25]=[CH:24][CH:23]=[CH:22][CH:21]=5)[C:18](=[O:26])[C:17]5=[C:27]([CH3:30])[CH:28]=[CH:29][N:16]5[N:15]=4)[CH3:13])=[N:8][CH:7]=[N:6][C:5]=3[N:4]([CH2:31][O:32][CH2:33][CH2:34][Si:35]([CH3:38])([CH3:37])[CH3:36])[CH:3]=2)[CH:43]=[C:44]([OH:46])[CH:45]=1, predict the reactants needed to synthesize it. The reactants are: Br[C:2]1[C:10]2[C:9]([NH:11][C@H:12]([C:14]3[N:19]([C:20]4[CH:25]=[CH:24][CH:23]=[CH:22][CH:21]=4)[C:18](=[O:26])[C:17]4=[C:27]([CH3:30])[CH:28]=[CH:29][N:16]4[N:15]=3)[CH3:13])=[N:8][CH:7]=[N:6][C:5]=2[N:4]([CH2:31][O:32][CH2:33][CH2:34][Si:35]([CH3:38])([CH3:37])[CH3:36])[CH:3]=1.[F:39][C:40]1[CH:41]=[C:42](B(O)O)[CH:43]=[C:44]([OH:46])[CH:45]=1.C(=O)([O-])[O-].[Na+].[Na+].[Cl-].[NH4+]. (4) Given the product [O:8]1[CH2:9][CH2:10][CH2:11][CH2:12][CH:7]1[N:5]1[CH:6]=[C:2]([C:22]2[CH:23]=[CH:24][N:19]=[CH:20][CH:21]=2)[CH:3]=[N:4]1, predict the reactants needed to synthesize it. The reactants are: Br[C:2]1[CH:3]=[N:4][N:5]([CH:7]2[CH2:12][CH2:11][CH2:10][CH2:9][O:8]2)[CH:6]=1.C(=O)([O-])[O-].[Na+].[Na+].[N:19]1[CH:24]=[CH:23][C:22](B(O)O)=[CH:21][CH:20]=1. (5) Given the product [O:12]1[C:9]2=[N:10][CH:11]=[C:6]([CH2:4][OH:3])[CH:7]=[C:8]2[CH:14]=[CH:13]1, predict the reactants needed to synthesize it. The reactants are: C([O:3][C:4]([C:6]1[CH:7]=[C:8]2[CH:14]=[CH:13][O:12][C:9]2=[N:10][CH:11]=1)=O)C.[H-].[H-].[H-].[H-].[Li+].[Al+3].